From a dataset of Forward reaction prediction with 1.9M reactions from USPTO patents (1976-2016). Predict the product of the given reaction. (1) The product is: [ClH:62].[ClH:62].[CH3:21][C:19]1[N:18]([C:22]2[CH:23]=[CH:24][CH:25]=[CH:26][CH:27]=2)[C:17]([C:28]2[CH:33]=[CH:32][CH:31]=[CH:30][CH:29]=2)=[C:16]([C:14]([N:11]2[CH2:12][CH2:13][NH:8][CH2:9][C@@H:10]2[CH2:34][NH:36][C:37]2[CH:42]=[CH:41][CH:40]=[CH:39][CH:38]=2)=[O:15])[CH:20]=1. Given the reactants C([N:8]1[CH2:13][CH2:12][N:11]([C:14]([C:16]2[CH:20]=[C:19]([CH3:21])[N:18]([C:22]3[CH:27]=[CH:26][CH:25]=[CH:24][CH:23]=3)[C:17]=2[C:28]2[CH:33]=[CH:32][CH:31]=[CH:30][CH:29]=2)=[O:15])[C@@H:10]([CH:34]=O)[CH2:9]1)C1C=CC=CC=1.[NH2:36][C:37]1[CH:42]=[CH:41][CH:40]=[CH:39][CH:38]=1.C(O[BH-](OC(=O)C)OC(=O)C)(=O)C.[Na+].C(=O)(O)[O-].[Na+].[Cl:62]CCl, predict the reaction product. (2) The product is: [CH2:24]([O:31][C:32]([N:34]1[CH2:39][CH2:38][N:37]([C:2]2[N:7]=[C:6]([N:8]3[CH2:13][CH2:12][CH:11]([CH3:14])[CH2:10][CH2:9]3)[C:5]([N+:15]([O-:17])=[O:16])=[CH:4][CH:3]=2)[CH2:36][CH2:35]1)=[O:33])[C:25]1[CH:30]=[CH:29][CH:28]=[CH:27][CH:26]=1. Given the reactants Cl[C:2]1[N:7]=[C:6]([N:8]2[CH2:13][CH2:12][CH:11]([CH3:14])[CH2:10][CH2:9]2)[C:5]([N+:15]([O-:17])=[O:16])=[CH:4][CH:3]=1.C([O-])([O-])=O.[Na+].[Na+].[CH2:24]([O:31][C:32]([N:34]1[CH2:39][CH2:38][NH:37][CH2:36][CH2:35]1)=[O:33])[C:25]1[CH:30]=[CH:29][CH:28]=[CH:27][CH:26]=1, predict the reaction product. (3) Given the reactants [Br:1][C:2]1[CH:7]=[CH:6][C:5]([O:8][CH2:9][CH:10](OCC)OCC)=[CH:4][C:3]=1[F:17], predict the reaction product. The product is: [Br:1][C:2]1[CH:7]=[CH:6][C:5]2[O:8][CH:9]=[CH:10][C:4]=2[C:3]=1[F:17]. (4) Given the reactants [I:1]I.[N+:3]([C:6]1[CH:12]=[CH:11][C:9]([NH2:10])=[CH:8][CH:7]=1)([O-:5])=[O:4], predict the reaction product. The product is: [I:1][C:11]1[CH:12]=[C:6]([N+:3]([O-:5])=[O:4])[CH:7]=[CH:8][C:9]=1[NH2:10]. (5) Given the reactants [N+:1]([C:4]1[CH:8]=[CH:7][N:6]([CH2:9][CH2:10][OH:11])[N:5]=1)([O-])=O, predict the reaction product. The product is: [NH2:1][C:4]1[CH:8]=[CH:7][N:6]([CH2:9][CH2:10][OH:11])[N:5]=1. (6) Given the reactants Cl[C:2]1[C:3]([NH2:9])=[N:4][CH:5]=[N:6][C:7]=1Cl.[NH2:10][CH2:11][CH:12]1[CH2:17][CH2:16][N:15]([C:18]([O:20]C(C)(C)C)=O)[CH2:14][CH2:13]1.[F:25][C:26]1[C:31]([F:32])=[C:30]([O:33][C:34]2[CH:39]=[CH:38][CH:37]=[CH:36][CH:35]=2)[CH:29]=[CH:28][C:27]=1B(O)O.[C:43](Cl)(=O)[CH:44]=C, predict the reaction product. The product is: [NH2:9][C:3]1[N:4]=[CH:5][N:6]=[C:7]([NH:10][CH2:11][CH:12]2[CH2:13][CH2:14][N:15]([C:18](=[O:20])[CH:43]=[CH2:44])[CH2:16][CH2:17]2)[C:2]=1[C:27]1[CH:28]=[CH:29][C:30]([O:33][C:34]2[CH:39]=[CH:38][CH:37]=[CH:36][CH:35]=2)=[C:31]([F:32])[C:26]=1[F:25].